From a dataset of Forward reaction prediction with 1.9M reactions from USPTO patents (1976-2016). Predict the product of the given reaction. (1) The product is: [F:32][C:5]1[C:6]2[C:11](=[CH:10][CH:9]=[C:8]([S:12]([NH:15][C:16]3[S:20][N:19]=[CH:18][N:17]=3)(=[O:13])=[O:14])[CH:7]=2)[C:2]([C:36]2[CH:37]=[CH:38][C:39]([C:41]([F:44])([F:43])[F:42])=[CH:40][C:35]=2[O:34][CH3:33])=[N:3][CH:4]=1. Given the reactants Cl[C:2]1[C:11]2[C:6](=[CH:7][C:8]([S:12]([N:15](CC3C=CC(OC)=CC=3OC)[C:16]3[S:20][N:19]=[CH:18][N:17]=3)(=[O:14])=[O:13])=[CH:9][CH:10]=2)[C:5]([F:32])=[CH:4][N:3]=1.[CH3:33][O:34][C:35]1[CH:40]=[C:39]([C:41]([F:44])([F:43])[F:42])[CH:38]=[CH:37][C:36]=1B(O)O, predict the reaction product. (2) Given the reactants [H-].[Na+].[NH:3]1[CH:7]=[N:6][CH:5]=[N:4]1.CS(O[C@H:13]1[CH2:18][CH2:17][C@H:16]([NH:19][C:20]([O:22][C:23]([CH3:26])([CH3:25])[CH3:24])=[O:21])[CH2:15][CH2:14]1)(=O)=O, predict the reaction product. The product is: [N:3]1([C@@H:13]2[CH2:14][CH2:15][C@H:16]([NH:19][C:20](=[O:21])[O:22][C:23]([CH3:25])([CH3:24])[CH3:26])[CH2:17][CH2:18]2)[CH:7]=[N:6][CH:5]=[N:4]1. (3) Given the reactants O1CCN[C:2]1=O.[NH2:7][C@H:8]([C:19]([OH:21])=[O:20])[CH2:9][CH:10]1[C:18]2[C:13](=[CH:14][CH:15]=[CH:16][CH:17]=2)[NH:12][CH2:11]1.C([SiH](CC)CC)C.FC(F)(F)C(O)=O, predict the reaction product. The product is: [CH3:2][NH:7][C@H:8]([C:19]([OH:21])=[O:20])[CH2:9][CH:10]1[C:18]2[C:13](=[CH:14][CH:15]=[CH:16][CH:17]=2)[NH:12][CH2:11]1.